This data is from Full USPTO retrosynthesis dataset with 1.9M reactions from patents (1976-2016). The task is: Predict the reactants needed to synthesize the given product. Given the product [CH3:11][OH:12].[NH4+:3].[OH-:12].[Cl:1][C:2]1[N:3]=[N:4][CH:5]=[C:6]([N:9]2[CH2:14][CH2:13][O:12][CH2:11][CH2:10]2)[CH:7]=1, predict the reactants needed to synthesize it. The reactants are: [Cl:1][C:2]1[N:3]=[N:4][CH:5]=[C:6](Cl)[CH:7]=1.[NH:9]1[CH2:14][CH2:13][O:12][CH2:11][CH2:10]1.